From a dataset of Full USPTO retrosynthesis dataset with 1.9M reactions from patents (1976-2016). Predict the reactants needed to synthesize the given product. (1) Given the product [Br:13][C:14]1[CH:19]=[CH:18][C:17]([NH:20][C:21]2[NH:1][C:2]3[CH:7]=[C:6]([C:8]([F:9])([F:10])[F:11])[CH:5]=[CH:4][C:3]=3[N:12]=2)=[CH:16][CH:15]=1, predict the reactants needed to synthesize it. The reactants are: [NH2:1][C:2]1[CH:7]=[C:6]([C:8]([F:11])([F:10])[F:9])[CH:5]=[CH:4][C:3]=1[NH2:12].[Br:13][C:14]1[CH:19]=[CH:18][C:17]([N:20]=[C:21]=S)=[CH:16][CH:15]=1.C1(N=C=NC2CCCCC2)CCCCC1. (2) Given the product [Cl:9][C:10]1[C:15]([C:17]([OH:19])=[O:18])=[N:14][CH:13]=[C:12]([Cl:16])[N:11]=1, predict the reactants needed to synthesize it. The reactants are: C([N-]C(C)C)(C)C.[Li+].[Cl:9][C:10]1[CH:15]=[N:14][CH:13]=[C:12]([Cl:16])[N:11]=1.[C:17](=[O:19])=[O:18]. (3) Given the product [F:1][C:2]1[CH:7]=[C:6]([CH2:8][S:9]([CH3:12])(=[O:10])=[O:11])[CH:5]=[CH:4][C:3]=1[C:13]1[CH:14]=[C:15]2[CH2:21][CH:20]([CH:22]3[CH2:27][CH2:26][N:25]([CH2:33][C:30]4([C:29]([F:40])([F:39])[F:28])[CH2:32][CH2:31]4)[CH2:24][CH2:23]3)[O:19][C:16]2=[CH:17][N:18]=1, predict the reactants needed to synthesize it. The reactants are: [F:1][C:2]1[CH:7]=[C:6]([CH2:8][S:9]([CH3:12])(=[O:11])=[O:10])[CH:5]=[CH:4][C:3]=1[C:13]1[CH:14]=[C:15]2[CH2:21][CH:20]([CH:22]3[CH2:27][CH2:26][NH:25][CH2:24][CH2:23]3)[O:19][C:16]2=[CH:17][N:18]=1.[F:28][C:29]([F:40])([F:39])[C:30]1([CH2:33]OS(C)(=O)=O)[CH2:32][CH2:31]1. (4) Given the product [CH3:1][O:2][C:3]1[CH:4]=[C:5]([C:9]2([C:10]#[N:11])[CH2:19][CH2:18][O:17][CH2:16][CH2:15]2)[CH:6]=[CH:7][CH:8]=1, predict the reactants needed to synthesize it. The reactants are: [CH3:1][O:2][C:3]1[CH:4]=[C:5]([CH2:9][C:10]#[N:11])[CH:6]=[CH:7][CH:8]=1.[H-].[Na+].Cl[CH2:15][CH2:16][O:17][CH2:18][CH2:19]Cl. (5) Given the product [NH2:48][C:44]1[NH:45][C:46](=[O:47])[C:41]2[N:40]=[CH:39][N:38]([C@@H:36]3[O:37][C@H:33]([CH2:32][O:31][P:28]([O:64][P:62]([NH:61][C@@H:66]([CH3:78])[C:67]([O:68][CH2:69][CH:70]([CH2:71][CH2:72][CH3:73])[CH2:74][CH2:75][CH3:76])=[O:77])([O:63][CH2:3][CH2:4][NH2:7])=[O:65])([OH:30])=[O:29])[C@@H:34]([OH:50])[C@H:35]3[OH:49])[C:42]=2[N:43]=1, predict the reactants needed to synthesize it. The reactants are: C1CC[CH:4]([NH:7]C(N2CCOCC2)=NC2CCCCC2)[CH2:3]C1.C1N([P:28]([O:31][CH2:32][C@H:33]2[O:37][C@@H:36]([N:38]3[C:42]4[NH:43][C:44]([NH2:48])=[N:45][C:46](=[O:47])[C:41]=4[N:40]=[CH:39]3)[C@H:35]([OH:49])[C@@H:34]2[OH:50])([OH:30])=[O:29])CCOC1.C(OC(NCC[N:61]([C@@H:66]([CH3:78])[C:67](=[O:77])[O:68][CH2:69][CH:70]([CH2:74][CH2:75][CH3:76])[CH2:71][CH2:72][CH3:73])[P:62](=[O:65])([O-:64])[O-:63])=O)(C)(C)C.N1CCCCC1.C(SC1NN=NN=1)C. (6) Given the product [Cl:13][C:14]1[CH:19]=[C:18]([C:20]2[CH:21]=[CH:22][C:23]([O:26][C:27]3[CH:32]=[CH:31][C:30]([F:33])=[CH:29][CH:28]=3)=[CH:24][CH:25]=2)[N:17]=[C:16]([NH:34][S:2]([NH2:5])(=[O:4])=[O:3])[CH:15]=1, predict the reactants needed to synthesize it. The reactants are: Cl[S:2]([N:5]=C=O)(=[O:4])=[O:3].C(O)(C)(C)C.[Cl:13][C:14]1[CH:19]=[C:18]([C:20]2[CH:25]=[CH:24][C:23]([O:26][C:27]3[CH:32]=[CH:31][C:30]([F:33])=[CH:29][CH:28]=3)=[CH:22][CH:21]=2)[N:17]=[C:16]([NH2:34])[CH:15]=1.CCN(C(C)C)C(C)C. (7) Given the product [CH3:48][O:49][N:36]([CH3:37])[C:35]([C:34]1([C:6]([O:5][C:1]([CH3:2])([CH3:3])[CH3:4])=[O:7])[CH2:21][CH2:20][NH:19][CH2:22][CH2:23]1)=[O:33], predict the reactants needed to synthesize it. The reactants are: [C:1]([O:5][C:6](N1CCC(C(O)=O)CC1)=[O:7])([CH3:4])([CH3:3])[CH3:2].C([N:19]([CH2:22][CH3:23])[CH2:20][CH3:21])C.C1C=CC2N([OH:33])N=NC=2C=1.[CH3:34][CH2:35][N:36]=[C:37]=NCCCN(C)C.CN([CH:48]=[O:49])C. (8) The reactants are: [CH2:1]=[CH:2][CH2:3][CH2:4][CH2:5][CH2:6][CH2:7][CH3:8].CCCCN1C=[N+](C)C=C1.[CH:19]1[CH:24]=[CH:23][CH:22]=[CH:21][CH:20]=1. Given the product [CH2:1]([C:19]1[CH:24]=[CH:23][CH:22]=[CH:21][CH:20]=1)[CH2:2][CH2:3][CH2:4][CH2:5][CH2:6][CH2:7][CH3:8], predict the reactants needed to synthesize it. (9) Given the product [C:34]([OH:39])(=[O:38])[CH:35]([CH3:37])[OH:36].[CH2:29]([N:3]([CH2:1][CH3:2])[CH2:4][CH2:5][N:6]1[CH2:11][CH2:10][C:9]2[NH:12][C:13]([CH:16]=[C:17]3[C:25]4[C:20](=[CH:21][CH:22]=[C:23]([F:26])[CH:24]=4)[NH:19][C:18]3=[O:27])=[C:14]([CH3:15])[C:8]=2[C:7]1=[O:28])[CH3:30], predict the reactants needed to synthesize it. The reactants are: [CH2:1]([N:3]([CH2:29][CH3:30])[CH2:4][CH2:5][N:6]1[CH2:11][CH2:10][C:9]2[NH:12][C:13]([CH:16]=[C:17]3[C:25]4[C:20](=[CH:21][CH:22]=[C:23]([F:26])[CH:24]=4)[NH:19][C:18]3=[O:27])=[C:14]([CH3:15])[C:8]=2[C:7]1=[O:28])[CH3:2].ClCCl.[C:34]([OH:39])(=[O:38])[CH:35]([CH3:37])[OH:36]. (10) The reactants are: [OH:1][C:2]1[CH:3]=[C:4]([NH:10][C:11](=[O:17])[O:12][C:13]([CH3:16])([CH3:15])[CH3:14])[CH:5]=[C:6]([O:8][CH3:9])[CH:7]=1.C(=O)([O-])[O-].[K+].[K+].Br[CH2:25][CH2:26][CH2:27][C:28]([O:30][CH2:31][CH3:32])=[O:29].[I-].[K+]. Given the product [C:13]([O:12][C:11]([NH:10][C:4]1[CH:3]=[C:2]([CH:7]=[C:6]([O:8][CH3:9])[CH:5]=1)[O:1][CH2:25][CH2:26][CH2:27][C:28]([O:30][CH2:31][CH3:32])=[O:29])=[O:17])([CH3:16])([CH3:15])[CH3:14], predict the reactants needed to synthesize it.